From a dataset of Forward reaction prediction with 1.9M reactions from USPTO patents (1976-2016). Predict the product of the given reaction. Given the reactants [Cl:1][C:2]1[CH:11]=[C:10]2[C:5]([CH:6]=[CH:7][N:8]=[CH:9]2)=[CH:4][C:3]=1[F:12].ClC1C=CC=C(C(OO)=[O:21])C=1, predict the reaction product. The product is: [Cl:1][C:2]1[CH:11]=[C:10]2[C:5]([CH:6]=[CH:7][N+:8]([O-:21])=[CH:9]2)=[CH:4][C:3]=1[F:12].